Task: Predict the reactants needed to synthesize the given product.. Dataset: Full USPTO retrosynthesis dataset with 1.9M reactions from patents (1976-2016) (1) The reactants are: FC(F)(F)S(O[C:7]1[CH2:8][CH2:9][N:10]([C:13]([O:15][C:16]([CH3:19])([CH3:18])[CH3:17])=[O:14])[CH2:11][CH:12]=1)(=O)=O.[Cl-].[Li+].C(=O)([O-])[O-].[K+].[K+].CC1(C)C(C)(C)OB([C:38]2[CH:43]=[CH:42][N:41]=[CH:40][CH:39]=2)O1. Given the product [N:10]1([C:13]([O:15][C:16]([CH3:19])([CH3:18])[CH3:17])=[O:14])[CH2:11][CH:12]=[C:7]([C:38]2[CH:43]=[CH:42][N:41]=[CH:40][CH:39]=2)[CH2:8][CH2:9]1, predict the reactants needed to synthesize it. (2) Given the product [CH3:1][N:2]1[CH2:3][CH2:4][N:5]([C:8]2[N:13]3[C:14]([CH2:38][N:32]4[CH2:37][CH2:36][CH2:35][CH2:34][CH2:33]4)=[C:15]([CH2:17][N:18]4[C@H:31]5[C@H:22]([CH2:23][CH2:24][C:25]6[C:30]5=[N:29][CH:28]=[CH:27][CH:26]=6)[CH2:21][CH2:20][CH2:19]4)[N:16]=[C:12]3[CH:11]=[CH:10][CH:9]=2)[CH2:6][CH2:7]1, predict the reactants needed to synthesize it. The reactants are: [CH3:1][N:2]1[CH2:7][CH2:6][N:5]([C:8]2[N:13]3[CH:14]=[C:15]([CH2:17][N:18]4[C@H:31]5[C@H:22]([CH2:23][CH2:24][C:25]6[C:30]5=[N:29][CH:28]=[CH:27][CH:26]=6)[CH2:21][CH2:20][CH2:19]4)[N:16]=[C:12]3[CH:11]=[CH:10][CH:9]=2)[CH2:4][CH2:3]1.[NH:32]1[CH2:37][CH2:36][CH2:35][CH2:34][CH2:33]1.[C:38](O)(=O)C.C=O. (3) The reactants are: Cl.[CH3:2][NH:3][CH2:4][CH2:5][CH2:6][C:7]([OH:9])=[O:8].[OH-].[K+].[F:12][C:13]([F:25])([F:24])[C:14]1[CH:15]=[C:16]([S:20](Cl)(=[O:22])=[O:21])[CH:17]=[CH:18][CH:19]=1.Cl. Given the product [CH3:2][N:3]([S:20]([C:16]1[CH:17]=[CH:18][CH:19]=[C:14]([C:13]([F:12])([F:24])[F:25])[CH:15]=1)(=[O:22])=[O:21])[CH2:4][CH2:5][CH2:6][C:7]([OH:9])=[O:8], predict the reactants needed to synthesize it. (4) Given the product [C:1]([O:5][C:6]([N:8]1[CH2:9][CH2:10][CH:11]([C:14]2[S:15][CH:16]=[C:17]([C:19]([O:21][CH2:22][CH3:23])=[O:20])[N:18]=2)[CH2:12][CH2:13]1)=[O:7])([CH3:4])([CH3:3])[CH3:2], predict the reactants needed to synthesize it. The reactants are: [C:1]([O:5][C:6]([N:8]1[CH2:13][CH2:12][CH:11]([C:14]2[S:15][CH2:16][CH:17]([C:19]([O:21][CH2:22][CH3:23])=[O:20])[N:18]=2)[CH2:10][CH2:9]1)=[O:7])([CH3:4])([CH3:3])[CH3:2].